This data is from Forward reaction prediction with 1.9M reactions from USPTO patents (1976-2016). The task is: Predict the product of the given reaction. (1) Given the reactants CC([O-])(C)C.[K+].[CH3:7][N:8]1[C:16]2[C:11](=[CH:12][CH:13]=[CH:14][CH:15]=2)[CH:10]=[CH:9]1.[SiH:17]([CH2:22][CH3:23])([CH2:20][CH3:21])[CH2:18][CH3:19].C(=O)=O.CC(C)=O, predict the reaction product. The product is: [CH3:7][N:8]1[C:16]2[C:11](=[CH:12][CH:13]=[CH:14][CH:15]=2)[CH:10]=[C:9]1[Si:17]([CH2:22][CH3:23])([CH2:20][CH3:21])[CH2:18][CH3:19]. (2) The product is: [CH3:17][N:14]1[CH2:15][CH2:16][C:4]2[N:3]([C:1]#[C:2][C:19]3[CH:24]=[N:23][C:22]([CH3:25])=[CH:21][CH:20]=3)[C:11]3[CH:10]=[CH:9][C:8]([CH3:12])=[CH:7][C:6]=3[C:5]=2[CH2:13]1. Given the reactants [C:1]([N:3]1[C:11]2[CH:10]=[CH:9][C:8]([CH3:12])=[CH:7][C:6]=2[C:5]2[CH2:13][N:14]([CH3:17])[CH2:15][CH2:16][C:4]1=2)#[CH:2].Br[C:19]1[CH:20]=[CH:21][C:22]([CH3:25])=[N:23][CH:24]=1.CCCC[N+](CCCC)(CCCC)CCCC.[F-], predict the reaction product. (3) Given the reactants [Cl:1][C:2]1[N:11]=[C:10]2[C:5]([CH:6]=[CH:7][C:8](=[O:28])[N:9]2[CH2:12][CH2:13][N:14]2[CH2:19][CH2:18][CH:17]([NH:20]C(=O)OC(C)(C)C)[CH2:16][CH2:15]2)=[CH:4][CH:3]=1.FC(F)(F)C(O)=O.NC1CCN(CCN2C3C=C(OC)C=CC=3COC2=O)CC1, predict the reaction product. The product is: [NH2:20][CH:17]1[CH2:16][CH2:15][N:14]([CH2:13][CH2:12][N:9]2[C:10]3[C:5](=[CH:4][CH:3]=[C:2]([Cl:1])[N:11]=3)[CH:6]=[CH:7][C:8]2=[O:28])[CH2:19][CH2:18]1. (4) Given the reactants [Cl:1][C:2]1[CH:7]=[CH:6][C:5]([N:8]2[CH2:12][CH2:11][CH:10]([C:13](O)=O)[C:9]2=[O:16])=[CH:4][CH:3]=1.[CH3:17][O:18][CH2:19][CH2:20][N:21]1[CH2:26][CH2:25][NH:24][CH2:23][CH2:22]1.C=O, predict the reaction product. The product is: [Cl:1][C:2]1[CH:7]=[CH:6][C:5]([N:8]2[CH2:12][CH2:11][CH:10]([CH2:13][N:24]3[CH2:25][CH2:26][N:21]([CH2:20][CH2:19][O:18][CH3:17])[CH2:22][CH2:23]3)[C:9]2=[O:16])=[CH:4][CH:3]=1. (5) Given the reactants [CH2:1]([NH:3][CH2:4][CH3:5])[CH3:2].CC(N(C)C)=O.[Cl:12][C:13]1[CH:23]=[CH:22][CH:21]=[C:15]2[C:16]([O:18][C:19](=[O:20])[C:14]=12)=[O:17].[OH-].[Na+], predict the reaction product. The product is: [Cl:12][C:13]1[C:14]([C:19](=[O:20])[N:3]([CH2:4][CH3:5])[CH2:1][CH3:2])=[C:15]([CH:21]=[CH:22][CH:23]=1)[C:16]([OH:18])=[O:17]. (6) Given the reactants [N:1]1([C:7]2[CH:8]=[C:9]([OH:13])[CH:10]=[CH:11][CH:12]=2)[CH2:6][CH2:5][NH:4][CH2:3][CH2:2]1.Cl.O=P(Cl)(Cl)Cl.[C:20](=O)([O-])[O-:21].[K+].[K+], predict the reaction product. The product is: [OH:13][C:9]1[CH:8]=[C:7]([N:1]2[CH2:2][CH2:3][NH:4][CH2:5][CH2:6]2)[CH:12]=[CH:11][C:10]=1[CH:20]=[O:21].